From a dataset of Forward reaction prediction with 1.9M reactions from USPTO patents (1976-2016). Predict the product of the given reaction. (1) Given the reactants [CH3:1][C:2]1[CH:3]=[CH:4][CH:5]=[C:6]2[C:10]=1[C:9](=[O:11])[CH2:8][CH2:7]2.[B-](F)(F)(F)[F:13].[B-](F)(F)(F)F.C1[N+]2(CCl)CC[N+](F)(CC2)C1, predict the reaction product. The product is: [F:13][CH:8]1[CH2:7][C:6]2[C:10](=[C:2]([CH3:1])[CH:3]=[CH:4][CH:5]=2)[C:9]1=[O:11]. (2) Given the reactants [Br:1][C:2]1[CH:7]=[CH:6][C:5]([C:8](=O)[CH2:9][CH3:10])=[C:4]([F:12])[CH:3]=1.[C:13]1([NH:19][NH2:20])[CH:18]=[CH:17][CH:16]=[CH:15][CH:14]=1, predict the reaction product. The product is: [Br:1][C:2]1[CH:7]=[CH:6][C:5](/[C:8](=[N:20]\[NH:19][C:13]2[CH:18]=[CH:17][CH:16]=[CH:15][CH:14]=2)/[CH2:9][CH3:10])=[C:4]([F:12])[CH:3]=1.[Br:1][C:2]1[CH:7]=[CH:6][C:5](/[C:8](=[N:20]/[NH:19][C:13]2[CH:18]=[CH:17][CH:16]=[CH:15][CH:14]=2)/[CH2:9][CH3:10])=[C:4]([F:12])[CH:3]=1. (3) Given the reactants [C:1]([C@@H:4]([NH:9][C:10]([C:12]1[CH:17]=[CH:16][C:15](Br)=[C:14]([O:19][C:20]2[CH:25]=[CH:24][C:23]([F:26])=[CH:22][CH:21]=2)[N:13]=1)=[O:11])[CH2:5][CH:6]([CH3:8])[CH3:7])(=[O:3])[NH2:2].[CH:27]1([B-](F)(F)F)[CH2:29][CH2:28]1.[K+], predict the reaction product. The product is: [C:1]([C@@H:4]([NH:9][C:10]([C:12]1[CH:17]=[CH:16][C:15]([CH:27]2[CH2:29][CH2:28]2)=[C:14]([O:19][C:20]2[CH:25]=[CH:24][C:23]([F:26])=[CH:22][CH:21]=2)[N:13]=1)=[O:11])[CH2:5][CH:6]([CH3:8])[CH3:7])(=[O:3])[NH2:2]. (4) Given the reactants BrC1C2N(N=C(Cl)N=2)C=CC=1.COC1C=CC=CC=1CN.[Cl:22][C:23]1[N:41]=[C:26]2[C:27]([NH:31][CH2:32][C:33]3[CH:38]=[CH:37][CH:36]=[CH:35][C:34]=3[O:39][CH3:40])=[CH:28][CH:29]=[CH:30][N:25]2[N:24]=1.[CH3:42][N:43]1[CH2:48][CH2:47][N:46]([C:49]2[CH:54]=[CH:53][C:52]([NH2:55])=[CH:51][CH:50]=2)[CH2:45][CH2:44]1, predict the reaction product. The product is: [Cl:22][C:23]1[N:41]=[C:26]2[C:27]([NH:31][CH2:32][C:33]3[CH:38]=[CH:37][CH:36]=[CH:35][C:34]=3[O:39][CH3:40])=[CH:28][CH:29]=[CH:30][N:25]2[N:24]=1.[CH3:40][O:39][C:34]1[CH:35]=[CH:36][CH:37]=[CH:38][C:33]=1[CH2:32][NH:31][C:27]1[C:26]2[N:25]([N:24]=[C:23]([NH:55][C:52]3[CH:51]=[CH:50][C:49]([N:46]4[CH2:45][CH2:44][N:43]([CH3:42])[CH2:48][CH2:47]4)=[CH:54][CH:53]=3)[N:41]=2)[CH:30]=[CH:29][CH:28]=1. (5) Given the reactants [CH3:1][O:2][C:3]1[CH:42]=[CH:41][C:6]([CH2:7][N:8]2[C:12]3=[N:13][CH:14]=[CH:15][C:16]([O:17][C:18]4[CH:34]=[CH:33][C:21]([C:22]([NH:24][C:25]5[CH:30]=[C:29]([O:31][CH3:32])[CH:28]=[CH:27][N:26]=5)=[O:23])=[CH:20][CH:19]=4)=[C:11]3[C:10]([NH:35][C@@H:36]3[CH2:40][CH2:39][NH:38][CH2:37]3)=[N:9]2)=[CH:5][CH:4]=1.Cl.[CH:44]1([N:47]([CH3:54])[CH2:48]/[CH:49]=[CH:50]/[C:51](O)=[O:52])[CH2:46][CH2:45]1, predict the reaction product. The product is: [CH:44]1([N:47]([CH3:54])[CH2:48]/[CH:49]=[CH:50]/[C:51]([N:38]2[CH2:39][CH2:40][C@@H:36]([NH:35][C:10]3[C:11]4[C:12](=[N:13][CH:14]=[CH:15][C:16]=4[O:17][C:18]4[CH:34]=[CH:33][C:21]([C:22]([NH:24][C:25]5[CH:30]=[C:29]([O:31][CH3:32])[CH:28]=[CH:27][N:26]=5)=[O:23])=[CH:20][CH:19]=4)[N:8]([CH2:7][C:6]4[CH:5]=[CH:4][C:3]([O:2][CH3:1])=[CH:42][CH:41]=4)[N:9]=3)[CH2:37]2)=[O:52])[CH2:46][CH2:45]1. (6) Given the reactants Br[C:2]1[CH:3]=[C:4]2[N:10]([C:11]3[C:20]4[C:15](=[CH:16][C:17]([F:21])=[CH:18][CH:19]=4)[N:14]=[C:13]([C:22]4[CH:27]=[CH:26][CH:25]=[CH:24][C:23]=4[S:28]([CH3:31])(=[O:30])=[O:29])[C:12]=3[CH3:32])[CH2:9][C:8]([CH3:34])([CH3:33])[C:5]2=[N:6][CH:7]=1.[B:35]1(B2OC(C)(C)C(C)(C)O2)[O:39]C(C)(C)C(C)(C)[O:36]1.C([O-])(=O)C.[K+], predict the reaction product. The product is: [F:21][C:17]1[CH:16]=[C:15]2[C:20]([C:11]([N:10]3[C:4]4[C:5](=[N:6][CH:7]=[C:2]([B:35]([OH:39])[OH:36])[CH:3]=4)[C:8]([CH3:33])([CH3:34])[CH2:9]3)=[C:12]([CH3:32])[C:13]([C:22]3[CH:27]=[CH:26][CH:25]=[CH:24][C:23]=3[S:28]([CH3:31])(=[O:29])=[O:30])=[N:14]2)=[CH:19][CH:18]=1.